This data is from Catalyst prediction with 721,799 reactions and 888 catalyst types from USPTO. The task is: Predict which catalyst facilitates the given reaction. (1) Reactant: Br[C:2]1[CH:3]=[C:4]([O:13][CH3:14])[C:5]2[O:11][CH2:10][O:9][CH2:8][CH2:7][C:6]=2[CH:12]=1.C([Li])CCC.[CH:20](N1CCOCC1)=[O:21].[Cl-].[NH4+]. Product: [CH3:14][O:13][C:4]1[C:5]2[O:11][CH2:10][O:9][CH2:8][CH2:7][C:6]=2[CH:12]=[C:2]([CH:20]=[O:21])[CH:3]=1. The catalyst class is: 56. (2) Reactant: [C:1]([O:5][C:6]([N:8]1[CH2:13][CH2:12][CH:11]([N:14]2[CH:18]=[C:17]([C:19]3[CH:20]=[N:21][C:22]([NH2:34])=[C:23](B4OC(C)(C)C(C)(C)O4)[CH:24]=3)[CH:16]=[N:15]2)[CH2:10][CH2:9]1)=[O:7])([CH3:4])([CH3:3])[CH3:2].[Cl:35][C:36]1[C:45]([F:46])=[CH:44][C:43]([F:47])=[C:42]2[C:37]=1[CH:38]=[C:39](OS(C(F)(F)F)(=O)=O)[N:40]=[CH:41]2.C([O-])([O-])=O.[Cs+].[Cs+]. Product: [C:1]([O:5][C:6]([N:8]1[CH2:13][CH2:12][CH:11]([N:14]2[CH:18]=[C:17]([C:19]3[CH:20]=[N:21][C:22]([NH2:34])=[C:23]([C:39]4[N:40]=[CH:41][C:42]5[C:37]([CH:38]=4)=[C:36]([Cl:35])[C:45]([F:46])=[CH:44][C:43]=5[F:47])[CH:24]=3)[CH:16]=[N:15]2)[CH2:10][CH2:9]1)=[O:7])([CH3:4])([CH3:2])[CH3:3]. The catalyst class is: 70. (3) Reactant: [CH3:1][C:2]1([CH3:9])[C@@H:7]([OH:8])[C:5](=[O:6])[O:4][CH2:3]1.[NH2:10][CH2:11][CH2:12][CH2:13][OH:14].CCN(CC)CC. Product: [OH:8][C@H:7]([C:2]([CH3:9])([CH3:1])[CH2:3][OH:4])[C:5]([NH:10][CH2:11][CH2:12][CH2:13][OH:14])=[O:6]. The catalyst class is: 14.